From a dataset of Peptide-MHC class II binding affinity with 134,281 pairs from IEDB. Regression. Given a peptide amino acid sequence and an MHC pseudo amino acid sequence, predict their binding affinity value. This is MHC class II binding data. (1) The peptide sequence is AGLGLRSAISSGLGS. The MHC is HLA-DPA10201-DPB10101 with pseudo-sequence HLA-DPA10201-DPB10101. The binding affinity (normalized) is 0.340. (2) The peptide sequence is DELVGGPPVEASAAA. The MHC is DRB3_0202 with pseudo-sequence DRB3_0202. The binding affinity (normalized) is 0. (3) The peptide sequence is YDKFLANVSTVITGK. The MHC is DRB1_0405 with pseudo-sequence DRB1_0405. The binding affinity (normalized) is 0.704. (4) The peptide sequence is GKWKIIYFYPKDFTFVCPTE. The MHC is DRB1_0101 with pseudo-sequence DRB1_0101. The binding affinity (normalized) is 0.610. (5) The peptide sequence is DSVTPMILKAQKGGNL. The MHC is HLA-DPA10201-DPB10101 with pseudo-sequence HLA-DPA10201-DPB10101. The binding affinity (normalized) is 0.160.